Predict the reactants needed to synthesize the given product. From a dataset of Full USPTO retrosynthesis dataset with 1.9M reactions from patents (1976-2016). (1) Given the product [CH3:1][C:2]1[C:7]([CH3:8])=[C:6]([O:9][CH2:10][CH2:11][CH2:12][S:13]([CH3:16])(=[O:15])=[O:14])[C:5]([CH3:17])=[C:4]([CH3:18])[C:3]=1[C:19]1[CH:24]=[CH:23][CH:22]=[C:21]([CH2:25][O:26][C:27]2[CH:40]=[CH:39][C:30]3[C@H:31]([CH2:34][C:35]([OH:37])=[O:36])[CH2:32][O:33][C:29]=3[CH:28]=2)[CH:20]=1, predict the reactants needed to synthesize it. The reactants are: [CH3:1][C:2]1[C:7]([CH3:8])=[C:6]([O:9][CH2:10][CH2:11][CH2:12][S:13]([CH3:16])(=[O:15])=[O:14])[C:5]([CH3:17])=[C:4]([CH3:18])[C:3]=1[C:19]1[CH:24]=[CH:23][CH:22]=[C:21]([CH2:25][O:26][C:27]2[CH:40]=[CH:39][C:30]3[C@H:31]([CH2:34][C:35]([O:37]C)=[O:36])[CH2:32][O:33][C:29]=3[CH:28]=2)[CH:20]=1.CO.[OH-].[Na+].Cl. (2) Given the product [F:1][C:2]1[CH:3]=[CH:4][C:5]([N:8]2[C:11](=[O:12])[C@H:10]([S:13][CH2:14][CH:15]([OH:16])[C:17]3[CH:22]=[CH:21][C:20]([O:23][CH3:24])=[CH:19][CH:18]=3)[C@H:9]2[C:25]2[CH:39]=[CH:38][C:28]([O:29][CH2:30][C:31]([NH:33][CH2:34][C:35]([NH:48][C@@H:49]([C:51]([OH:53])=[O:52])[CH3:50])=[O:36])=[O:32])=[CH:27][CH:26]=2)=[CH:6][CH:7]=1, predict the reactants needed to synthesize it. The reactants are: [F:1][C:2]1[CH:7]=[CH:6][C:5]([N:8]2[C:11](=[O:12])[C@H:10]([S:13][CH2:14][C:15]([C:17]3[CH:22]=[CH:21][C:20]([O:23][CH3:24])=[CH:19][CH:18]=3)=[O:16])[C@H:9]2[C:25]2[CH:39]=[CH:38][C:28]([O:29][CH2:30][C:31]([NH:33][CH2:34][C:35](O)=[O:36])=[O:32])=[CH:27][CH:26]=2)=[CH:4][CH:3]=1.CN1CCOCC1.Cl.[NH2:48][C@@H:49]([C:51]([O:53]C(C)(C)C)=[O:52])[CH3:50].CN(C(ON1N=NC2C=CC=CC1=2)=[N+](C)C)C.[B-](F)(F)(F)F.[BH4-].[Na+]. (3) Given the product [C:25]([NH:24][C:10]1[S:11][CH2:12][C@@H:13]2[CH2:14][N:15]([C:17]3[N:22]=[CH:21][C:20]([F:23])=[CH:19][N:18]=3)[CH2:16][C@:8]2([C:4]2[CH:3]=[C:2]([NH:1][C:41]([C:35]3[C:34]([F:33])=[CH:39][C:38]([F:40])=[CH:37][N:36]=3)=[O:42])[CH:7]=[CH:6][CH:5]=2)[N:9]=1)(=[O:32])[C:26]1[CH:27]=[CH:28][CH:29]=[CH:30][CH:31]=1, predict the reactants needed to synthesize it. The reactants are: [NH2:1][C:2]1[CH:3]=[C:4]([C@:8]23[CH2:16][N:15]([C:17]4[N:22]=[CH:21][C:20]([F:23])=[CH:19][N:18]=4)[CH2:14][C@H:13]2[CH2:12][S:11][C:10]([NH:24][C:25](=[O:32])[C:26]2[CH:31]=[CH:30][CH:29]=[CH:28][CH:27]=2)=[N:9]3)[CH:5]=[CH:6][CH:7]=1.[F:33][C:34]1[C:35]([C:41](O)=[O:42])=[N:36][CH:37]=[C:38]([F:40])[CH:39]=1.ON1C2C=CC=CC=2N=N1.Cl.CN(C)CCCN=C=NCC.C(N(C(C)C)CC)(C)C. (4) The reactants are: [CH3:1][N:2]([CH3:33])[S:3]([N:6]1[CH:10]=[C:9]([CH2:11][O:12][Si](C(C)(C)C)(C2C=CC=CC=2)C2C=CC=CC=2)[N:8]=[C:7]1[C:30](=[O:32])[CH3:31])(=[O:5])=[O:4].CCCC[N+](CCCC)(CCCC)CCCC.[F-]. Given the product [CH3:33][N:2]([CH3:1])[S:3]([N:6]1[CH:10]=[C:9]([CH2:11][OH:12])[N:8]=[C:7]1[C:30](=[O:32])[CH3:31])(=[O:4])=[O:5], predict the reactants needed to synthesize it.